From a dataset of Experimentally validated miRNA-target interactions with 360,000+ pairs, plus equal number of negative samples. Binary Classification. Given a miRNA mature sequence and a target amino acid sequence, predict their likelihood of interaction. (1) The miRNA is hsa-miR-619-3p with sequence GACCUGGACAUGUUUGUGCCCAGU. The protein sequence of the target gene is MRANCSSSSACPANSSEEELPVGLEVHGNLELVFTVVSTVMMGLLMFSLGCSVEIRKLWSHIRRPWGIAVGLLCQFGLMPFTAYLLAISFSLKPVQAIAVLIMGCCPGGTISNIFTFWVDGDMDLSISMTTCSTVAALGMMPLCIYLYTWSWSLQQNLTIPYQNIGITLVCLTIPVAFGVYVNYRWPKQSKIILKIGAVVGGVLLLVVAVAGVVLAKGSWNSDITLLTISFIFPLIGHVTGFLLALFTHQSWQRCRTISLETGAQNIQMCITMLQLSFTAEHLVQMLSFPLAYGLFQLID.... Result: 1 (interaction). (2) The miRNA is hsa-miR-7161-3p with sequence UAGAUCUUUGACUCUGGCAGUCUCCAGG. The protein sequence of the target gene is MGFHLITQLKGMSVVLVLLPTLLLVMLTGAQRACPKNCRCDGKIVYCESHAFADIPENISGGSQGLSLRFNSIQKLKSNQFAGLNQLIWLYLDHNYISSVDEDAFQGIRRLKELILSSNKITYLHNKTFHPVPNLRNLDLSYNKLQTLQSEQFKGLRKLIILHLRSNSLKTVPIRVFQDCRNLDFLDLGYNRLRSLSRNAFAGLLKLKELHLEHNQFSKINFAHFPRLFNLRSIYLQWNRIRSISQGLTWTWSSLHNLDLSGNDIQGIEPGTFKCLPNLQKLNLDSNKLTNISQETVNAW.... Result: 0 (no interaction). (3) The miRNA is mmu-miR-7078-3p with sequence UACUUUUUUUAUCAUCCACAG. The protein sequence of the target gene is MSFGSEHYLCSASSYRKVFGDSSRLSARLSGPGGSGSFRSQSLSRSNVASTAACSSASSLGLGLAYRRLPASDGLDLSQAAARTNEYKIIRTNEKEQLQGLNDRFAVFIEKVHQLETQNRALEAELAALRQRHAEPSRVGELFQRELRELRAQLEEASSARAQALLERDGLAEEVQRLRARCEEESRGREGAERALKAQQRDVDGATLARLDLEKKVESLLDELAFVRQVHDEEVAELLATLQASSQAAAEVDVAVAKPDLTSALREIRAQYESLAAKNLQSAEEWYKSKFANLNEQAAR.... Result: 0 (no interaction). (4) The miRNA is hsa-miR-144-5p with sequence GGAUAUCAUCAUAUACUGUAAG. The protein sequence of the target gene is MAMSSFLINSNYVDPKFPPCEEYSQSDYLPSDHSPGYYAGGQRRESSFQPEAGFGRRAACTVQRYAACRDPGPPPPPPPPPPPPPPPGLSPRAPAPPPAGALLPEPGQRCEAVSSSPPPPPCAQNPLHPSPSHSACKEPVVYPWMRKVHVSTVNPNYAGGEPKRSRTAYTRQQVLELEKEFHYNRYLTRRRRVEIAHALCLSERQIKIWFQNRRMKWKKDHKLPNTKIRSGGAAGSAGGPPGRPNGGPRAL. Result: 0 (no interaction). (5) The miRNA is mmu-miR-291a-5p with sequence CAUCAAAGUGGAGGCCCUCUCU. The protein sequence of the target gene is MASTIERKTLEANEEPVDEVLQMPPSLLTCGGCQQSIGDRFFLKAIEQYWHEDCLSCDLCGCRLGEVGRRLYYKLGRKLCRRDYLRLFGQDGLCASCEKRIRAFEMTMRVRDKVYHLECFKCAACQKHFCVGDRYLLINSDIVCEQDIFEWTKLNGSIV. Result: 0 (no interaction). (6) The miRNA is mmu-miR-297a-3p with sequence UAUACAUACACACAUACCCAUA. The protein sequence of the target gene is MAPSLSPGPAALRRAPQLLLLLLAAECALAALLPAREATQFLRPRQRRAFQVFEEAKQGHLERECVEELCSREEAREVFENDPETDYFYPRYLDCINKYGSPYTKNSGFATCVQNLPDQCTPNPCDRKGTQACQDLMGNFFCLCKAGWGGRLCDKDVNECSQENGGCLQICHNKPGSFHCSCHSGFELSSDGRTCQDIDECADSEACGEARCKNLPGSYSCLCDEGFAYSSQEKACRDVDECLQGRCEQVCVNSPGSYTCHCDGRGGLKLSQDMDTCEDILPCVPFSVAKSVKSLYLGRM.... Result: 0 (no interaction).